Task: Predict the reactants needed to synthesize the given product.. Dataset: Full USPTO retrosynthesis dataset with 1.9M reactions from patents (1976-2016) (1) Given the product [F:1][C:2]1[CH:13]=[C:12]([O:14][CH2:45][C:43]2[N:44]=[C:40]([C:34]3[CH:35]=[CH:36][CH:37]=[CH:38][CH:39]=3)[S:41][CH:42]=2)[C:5]2[CH:6]=[C:7]([C:9](=[O:11])[CH3:10])[O:8][C:4]=2[CH:3]=1, predict the reactants needed to synthesize it. The reactants are: [F:1][C:2]1[CH:13]=[C:12]([OH:14])[C:5]2[CH:6]=[C:7]([C:9](=[O:11])[CH3:10])[O:8][C:4]=2[CH:3]=1.C1(P(C2C=CC=CC=2)C2C=CC=CC=2)C=CC=CC=1.[C:34]1([C:40]2[S:41][CH:42]=[C:43]([CH2:45]O)[N:44]=2)[CH:39]=[CH:38][CH:37]=[CH:36][CH:35]=1.N(C(OC(C)C)=O)=NC(OC(C)C)=O. (2) The reactants are: [C:1]([C:3]1[CH:8]=[CH:7][C:6]([CH:9]([CH3:29])[C:10]([NH:12][CH2:13][C:14]2[C:15]([N:24]3[CH2:28][CH2:27][CH2:26][CH2:25]3)=[N:16][C:17]([C:20]([F:23])([F:22])[F:21])=[CH:18][CH:19]=2)=[O:11])=[CH:5][C:4]=1[CH3:30])#[N:2].[BH4-].[Na+]. Given the product [NH2:2][CH2:1][C:3]1[CH:8]=[CH:7][C:6]([CH:9]([CH3:29])[C:10]([NH:12][CH2:13][C:14]2[C:15]([N:24]3[CH2:25][CH2:26][CH2:27][CH2:28]3)=[N:16][C:17]([C:20]([F:23])([F:21])[F:22])=[CH:18][CH:19]=2)=[O:11])=[CH:5][C:4]=1[CH3:30], predict the reactants needed to synthesize it. (3) Given the product [C:1]([O:4][C:5]1[C:6]([CH:17]([CH3:19])[CH3:18])=[CH:7][C:8]([OH:16])=[C:9]([CH:10]([OH:11])[CH:24]([CH2:27][CH3:28])[CH2:25][CH3:26])[C:12]=1[CH:13]([CH3:15])[CH3:14])(=[O:3])[CH3:2], predict the reactants needed to synthesize it. The reactants are: [C:1]([O:4][C:5]1[C:6]([CH:17]([CH3:19])[CH3:18])=[CH:7][C:8]([OH:16])=[C:9]([C:12]=1[CH:13]([CH3:15])[CH3:14])[CH:10]=[O:11])(=[O:3])[CH3:2].[H-].[Na+].[Mg].Br[CH:24]([CH2:27][CH3:28])[CH2:25][CH3:26].Cl. (4) Given the product [F:26][C:25]([F:27])([F:28])[C:22]1[CH:21]=[C:20]([C:29]([F:30])([F:31])[F:32])[CH:19]=[CH:24][C:23]=1[O:1][C:2]1[CH:9]=[CH:8][C:5]([CH:6]=[O:7])=[CH:4][C:3]=1[O:10][CH3:11], predict the reactants needed to synthesize it. The reactants are: [OH:1][C:2]1[CH:9]=[CH:8][C:5]([CH:6]=[O:7])=[CH:4][C:3]=1[O:10][CH3:11].C(=O)([O-])[O-].[Li+].[Li+].F[C:19]1[CH:24]=[CH:23][C:22]([C:25]([F:28])([F:27])[F:26])=[CH:21][C:20]=1[C:29]([F:32])([F:31])[F:30].[OH-].[Na+].